This data is from Reaction yield outcomes from USPTO patents with 853,638 reactions. The task is: Predict the reaction yield, written as a fraction of the theoretical maximum amount of product (1.0 means a 100% yield; for example, 0.34 means a 34% yield). (1) The reactants are C(OC([C:8]1([CH2:11][CH2:12][N:13]([CH2:22][C:23]2[CH:28]=[CH:27][CH:26]=[CH:25][CH:24]=2)[CH2:14][C:15](OC(C)(C)C)=[O:16])[CH2:10][CH2:9]1)=O)(C)(C)C.[Li].S(=O)(=O)(O)O.C(OC(C1N(CC2C=CC=CC=2)CCC2(CC2)C=1O)=O)(C)(C)C.[OH-].[Na+].C([O-])(O)=O.[Na+].[ClH:65]. The catalyst is C1COCC1.CCOC(C)=O. The product is [ClH:65].[CH2:22]([N:13]1[CH2:12][CH2:11][C:8]2([CH2:10][CH2:9]2)[C:15](=[O:16])[CH2:14]1)[C:23]1[CH:28]=[CH:27][CH:26]=[CH:25][CH:24]=1. The yield is 0.740. (2) The reactants are [N:1]1[CH:6]=[CH:5][CH:4]=[CH:3][C:2]=1[C:7]([OH:9])=O.CCN=C=NCCCN(C)C.Cl.C1C=CC2N(O)N=NC=2C=1.CCN(C(C)C)C(C)C.[NH2:41][CH:42]([C:48]#[N:49])[C:43]([O:45][CH2:46][CH3:47])=[O:44]. The catalyst is C1COCC1. The product is [C:48]([CH:42]([NH:41][C:7](=[O:9])[C:2]1[CH:3]=[CH:4][CH:5]=[CH:6][N:1]=1)[C:43]([O:45][CH2:46][CH3:47])=[O:44])#[N:49]. The yield is 0.300. (3) The reactants are Br[C:2]1[S:10][C:9]2[C:8]([N:11]3[CH2:16][CH2:15][N:14]([C:17]([NH:19][CH2:20][C:21]4[CH:26]=[CH:25][C:24]([F:27])=[CH:23][CH:22]=4)=[O:18])[CH2:13][CH2:12]3)=[N:7][CH:6]=[N:5][C:4]=2[CH:3]=1.[CH3:28][N:29]1[CH:33]=[C:32](B2OC(C)(C)C(C)(C)O2)[C:31]([CH3:43])=[N:30]1.C(=O)([O-])[O-].[K+].[K+]. The catalyst is C(#N)C.C1C=CC(P(C2C=CC=CC=2)[C-]2C=CC=C2)=CC=1.C1C=CC(P(C2C=CC=CC=2)[C-]2C=CC=C2)=CC=1.Cl[Pd]Cl.[Fe+2]. The product is [CH3:28][N:29]1[CH:33]=[C:32]([C:2]2[S:10][C:9]3[C:8]([N:11]4[CH2:12][CH2:13][N:14]([C:17]([NH:19][CH2:20][C:21]5[CH:26]=[CH:25][C:24]([F:27])=[CH:23][CH:22]=5)=[O:18])[CH2:15][CH2:16]4)=[N:7][CH:6]=[N:5][C:4]=3[CH:3]=2)[C:31]([CH3:43])=[N:30]1. The yield is 0.570. (4) The reactants are [C@@H:1]1([NH:10][C:11]2[CH:16]=[C:15]([CH2:17][C@H:18]3[CH2:34][C@@H:21]4[O:22]C(C5C=CC(OC)=CC=5)[O:24][CH2:25][C@@H:20]4[CH2:19]3)[N:14]=[CH:13][N:12]=2)[C:9]2[C:4](=[CH:5][CH:6]=[CH:7][CH:8]=2)[CH2:3][CH2:2]1.O.CC(O)=O. The catalyst is C1COCC1. The product is [C@@H:1]1([NH:10][C:11]2[N:12]=[CH:13][N:14]=[C:15]([CH2:17][C@H:18]3[CH2:34][C@H:21]([OH:22])[C@H:20]([CH2:25][OH:24])[CH2:19]3)[CH:16]=2)[C:9]2[C:4](=[CH:5][CH:6]=[CH:7][CH:8]=2)[CH2:3][CH2:2]1. The yield is 0.910. (5) The reactants are [Cl:1][C:2]1[CH:10]=[C:9]2[C:5]([C:6]([CH:11]=[O:12])=[CH:7][NH:8]2)=[CH:4][C:3]=1[C:13]1[CH:18]=[CH:17][C:16]([CH:19]2[CH2:23][CH2:22][N:21]([C:24]([O:26][CH3:27])=[O:25])[CH2:20]2)=[CH:15][CH:14]=1.Cl([O-])=[O:29].[Na+].O.O.OP([O-])(O)=O.[Na+]. The catalyst is C(#N)C.C(O)(C)(C)C.O.CC(=CC)C. The product is [Cl:1][C:2]1[CH:10]=[C:9]2[C:5]([C:6]([C:11]([OH:29])=[O:12])=[CH:7][NH:8]2)=[CH:4][C:3]=1[C:13]1[CH:18]=[CH:17][C:16]([CH:19]2[CH2:23][CH2:22][N:21]([C:24]([O:26][CH3:27])=[O:25])[CH2:20]2)=[CH:15][CH:14]=1. The yield is 0.460. (6) The reactants are [N+:1]([C:4]1[CH:8]=[N:7][NH:6][C:5]=1[NH2:9])([O-:3])=[O:2].CN(C)[CH:12]=[CH:13][C:14]([C:16]1[CH:17]=[C:18]([N:22]([CH2:34][CH3:35])[S:23]([C:26]2[CH:31]=[CH:30][C:29]([O:32][CH3:33])=[CH:28][CH:27]=2)(=[O:25])=[O:24])[CH:19]=[CH:20][CH:21]=1)=O.C(OCC)(=O)C. The catalyst is C(O)(=O)C. The product is [CH2:34]([N:22]([C:18]1[CH:19]=[CH:20][CH:21]=[C:16]([C:14]2[N:6]3[N:7]=[CH:8][C:4]([N+:1]([O-:3])=[O:2])=[C:5]3[N:9]=[CH:12][CH:13]=2)[CH:17]=1)[S:23]([C:26]1[CH:27]=[CH:28][C:29]([O:32][CH3:33])=[CH:30][CH:31]=1)(=[O:25])=[O:24])[CH3:35]. The yield is 0.330. (7) The product is [OH:21][C:17]1[CH:16]=[C:15]([C:13](=[O:14])[CH2:12][CH2:11][C:5]2[CH:6]=[CH:7][C:8]3[O:9][CH2:10][O:2][C:3]=3[CH:4]=2)[CH:20]=[CH:19][CH:18]=1. The reactants are C[O:2][C:3]1[CH:4]=[C:5]([CH2:11][CH2:12][C:13]([C:15]2[CH:20]=[CH:19][CH:18]=[C:17]([OH:21])[CH:16]=2)=[O:14])[CH:6]=[CH:7][C:8]=1[O:9][CH3:10].OC1C=C(C=CC=1)C(=O)C=CC1C=CC2OCOC=2C=1. No catalyst specified. The yield is 0.410. (8) The reactants are Br[C:2]1[CH:3]=[CH:4][CH:5]=[C:6]2[C:11]=1[N:10]=[C:9]([Cl:12])[N:8]=[C:7]2[N:13]1[CH2:18][CH2:17][O:16][CH2:15][CH2:14]1.[F:19][C:20]1[CH:25]=[CH:24][C:23](B(O)O)=[CH:22][N:21]=1.C(=O)([O-])[O-].[Na+].[Na+].CN(C=O)C. The catalyst is Cl[Pd](Cl)([P](C1C=CC=CC=1)(C1C=CC=CC=1)C1C=CC=CC=1)[P](C1C=CC=CC=1)(C1C=CC=CC=1)C1C=CC=CC=1.O. The product is [Cl:12][C:9]1[N:8]=[C:7]([N:13]2[CH2:18][CH2:17][O:16][CH2:15][CH2:14]2)[C:6]2[C:11](=[C:2]([C:23]3[CH:22]=[N:21][C:20]([F:19])=[CH:25][CH:24]=3)[CH:3]=[CH:4][CH:5]=2)[N:10]=1. The yield is 0.600. (9) The reactants are [CH3:1][S:2]([N:5]1[C:18]2[C:13](=[CH:14][CH:15]=[CH:16][CH:17]=2)[C:7]2([CH2:12][CH2:11][NH:10][CH2:9][CH2:8]2)[CH2:6]1)(=[O:4])=[O:3].[N:19]([C:22]1[CH:32]=[CH:31][C:25]([C:26]([O:28][CH2:29][CH3:30])=[O:27])=[CH:24][CH:23]=1)=[C:20]=[O:21]. The catalyst is ClCCl. The product is [CH3:1][S:2]([N:5]1[C:18]2[C:13](=[CH:14][CH:15]=[CH:16][CH:17]=2)[C:7]2([CH2:8][CH2:9][N:10]([C:20]([NH:19][C:22]3[CH:23]=[CH:24][C:25]([C:26]([O:28][CH2:29][CH3:30])=[O:27])=[CH:31][CH:32]=3)=[O:21])[CH2:11][CH2:12]2)[CH2:6]1)(=[O:3])=[O:4]. The yield is 1.00. (10) The reactants are C([Si]([O:8][CH2:9][C:10]1[CH:15]=[C:14]([N+:16]([O-:18])=[O:17])[CH:13]=[CH:12][C:11]=1[N:19]=[C:20]=S)(C)C)(C)(C)C.[O:22]1[C:31]2[C:26](=[CH:27][CH:28]=[CH:29][CH:30]=2)[CH:25]([NH2:32])[CH2:24][CH2:23]1. No catalyst specified. The product is [O:22]1[C:31]2[C:26](=[CH:27][CH:28]=[CH:29][CH:30]=2)[CH:25]([NH:32][C:20]2[O:8][CH2:9][C:10]3[CH:15]=[C:14]([N+:16]([O-:18])=[O:17])[CH:13]=[CH:12][C:11]=3[N:19]=2)[CH2:24][CH2:23]1. The yield is 0.870.